This data is from Full USPTO retrosynthesis dataset with 1.9M reactions from patents (1976-2016). The task is: Predict the reactants needed to synthesize the given product. Given the product [Cl:16][C:17]1[CH:18]=[C:19]2[C:23](=[CH:24][CH:25]=1)[NH:22][CH:21]=[C:20]2[CH2:26][N:12]1[C:40]([C:30]2[N:29]([CH3:28])[CH:33]=[C:32]([C:34](=[O:39])[C:35]([F:37])([F:36])[F:38])[CH:31]=2)=[C:9]2[C:10]([N:5]([CH2:4][CH:1]3[CH2:2][CH2:3]3)[C:6](=[O:15])[N:7]([CH3:14])[C:8]2=[O:13])=[N:11]1, predict the reactants needed to synthesize it. The reactants are: [CH:1]1([CH2:4][N:5]2[C:10]([NH:11][NH2:12])=[CH:9][C:8](=[O:13])[N:7]([CH3:14])[C:6]2=[O:15])[CH2:3][CH2:2]1.[Cl:16][C:17]1[CH:18]=[C:19]2[C:23](=[CH:24][CH:25]=1)[NH:22][CH:21]=[C:20]2[CH:26]=O.[CH3:28][N:29]1[CH:33]=[C:32]([C:34](=[O:39])[C:35]([F:38])([F:37])[F:36])[CH:31]=[C:30]1[CH:40]=O.